The task is: Predict the product of the given reaction.. This data is from Forward reaction prediction with 1.9M reactions from USPTO patents (1976-2016). Given the reactants Br[C:2]1[CH:3]=[CH:4][C:5]([NH2:8])=[N:6][CH:7]=1.[C:9]1(B(O)O)[CH:14]=[CH:13][CH:12]=[CH:11][CH:10]=1.C([O-])([O-])=O.[Na+].[Na+].O, predict the reaction product. The product is: [C:9]1([C:2]2[CH:3]=[CH:4][C:5]([NH2:8])=[N:6][CH:7]=2)[CH:14]=[CH:13][CH:12]=[CH:11][CH:10]=1.